From a dataset of Catalyst prediction with 721,799 reactions and 888 catalyst types from USPTO. Predict which catalyst facilitates the given reaction. (1) Product: [CH:11]([C:14]1[CH:20]=[CH:19][C:17]([NH:18][C:6]([C:5]2[CH:4]=[N:3][C:2]([Cl:1])=[CH:10][CH:9]=2)=[O:8])=[CH:16][CH:15]=1)([CH3:13])[CH3:12]. The catalyst class is: 338. Reactant: [Cl:1][C:2]1[CH:10]=[CH:9][C:5]([C:6]([OH:8])=O)=[CH:4][N:3]=1.[CH:11]([C:14]1[CH:20]=[CH:19][C:17]([NH2:18])=[CH:16][CH:15]=1)([CH3:13])[CH3:12].O.ON1C2C=CC=CC=2N=N1.Cl.C(N=C=NCCCN(C)C)C. (2) Reactant: [CH3:1][N:2]([CH3:13])[C:3]1[CH:12]=[CH:11][CH:10]=[CH:9][C:4]=1[C:5]([O:7][CH3:8])=[O:6].FC(F)(F)S(O[C:20]1[CH:25]=[CH:24]C=[CH:22][C:21]=1[Si](C)(C)C)(=O)=O.[F-].[K+].C1OCCOCCOCCOCCOCCOC1. Product: [CH3:13][N:2]([C:1]1[CH:24]=[CH:25][CH:20]=[CH:21][CH:22]=1)[C:3]1[CH:12]=[CH:11][CH:10]=[CH:9][C:4]=1[C:5]([O:7][CH3:8])=[O:6]. The catalyst class is: 1. (3) Reactant: [CH3:1][C@@H:2]([NH:5][C:6](=[O:12])[O:7][C:8]([CH3:11])([CH3:10])[CH3:9])[C:3]#[CH:4].Cl/[C:14](=[N:20]\[OH:21])/[C:15]([O:17][CH2:18][CH3:19])=[O:16].CCN(CC)CC. Product: [C:8]([O:7][C:6]([NH:5][C@@H:2]([C:3]1[O:21][N:20]=[C:14]([C:15]([O:17][CH2:18][CH3:19])=[O:16])[CH:4]=1)[CH3:1])=[O:12])([CH3:11])([CH3:10])[CH3:9]. The catalyst class is: 3. (4) Reactant: [CH:1]([N:4]1[CH2:9][CH2:8][N:7]([C:10]([C:12]2[CH:13]=[C:14]3[C:18](=[CH:19][CH:20]=2)[NH:17][C:16]([C:21](O)=[O:22])=[CH:15]3)=[O:11])[CH2:6][CH2:5]1)([CH3:3])[CH3:2].Cl.F[B-](F)(F)F.[N:30]1(OC(N(C)C)=[N+](C)C)[C:34]2[CH:35]=[CH:36][CH:37]=[CH:38]C=2N=N1.C1(N)CCCC1.C(N(CC)C(C)C)(C)C. Product: [CH:34]1([NH:30][C:21]([C:16]2[NH:17][C:18]3[C:14]([CH:15]=2)=[CH:13][C:12]([C:10]([N:7]2[CH2:8][CH2:9][N:4]([CH:1]([CH3:3])[CH3:2])[CH2:5][CH2:6]2)=[O:11])=[CH:20][CH:19]=3)=[O:22])[CH2:35][CH2:36][CH2:37][CH2:38]1. The catalyst class is: 9. (5) Reactant: [C:1]([O:5][C:6](=[O:19])[CH2:7][N:8]1[C:12]2=[N:13][CH:14]=[CH:15][CH:16]=[C:11]2[C:10]([C:17]#[N:18])=[N:9]1)([CH3:4])([CH3:3])[CH3:2].Cl.[NH2:21][OH:22].CCN(CC)CC. Product: [C:1]([O:5][C:6](=[O:19])[CH2:7][N:8]1[C:12]2=[N:13][CH:14]=[CH:15][CH:16]=[C:11]2[C:10]([C:17](=[NH:18])[NH:21][OH:22])=[N:9]1)([CH3:4])([CH3:2])[CH3:3]. The catalyst class is: 14. (6) Reactant: [CH3:1][N:2]([CH3:21])[C:3]1[CH:4]=[C:5]([CH:12]=[C:13]([S:15]([F:20])([F:19])([F:18])([F:17])[F:16])[CH:14]=1)[C:6](N(OC)C)=[O:7].[CH2:22]1COCC1.C[Mg]Br.Cl. Product: [CH3:1][N:2]([CH3:21])[C:3]1[CH:4]=[C:5]([C:6](=[O:7])[CH3:22])[CH:12]=[C:13]([S:15]([F:19])([F:18])([F:20])([F:17])[F:16])[CH:14]=1. The catalyst class is: 84.